This data is from Catalyst prediction with 721,799 reactions and 888 catalyst types from USPTO. The task is: Predict which catalyst facilitates the given reaction. (1) Reactant: [CH2:1]([O:8][C:9]1[CH:14]=[CH:13][N:12]([C:15]2[CH:16]=[C:17]3[C:21](=[CH:22][CH:23]=2)[NH:20][N:19]=[CH:18]3)[C:11](=[O:24])[CH:10]=1)[C:2]1[CH:7]=[CH:6][CH:5]=[CH:4][CH:3]=1.Cl[CH2:26][CH2:27][N:28]1[CH2:32][CH2:31][C@H:30]([F:33])[CH2:29]1.C([O-])([O-])=O.[Cs+].[Cs+]. Product: [CH2:1]([O:8][C:9]1[CH:14]=[CH:13][N:12]([C:15]2[CH:16]=[C:17]3[C:21](=[CH:22][CH:23]=2)[N:20]([CH2:26][CH2:27][N:28]2[CH2:32][CH2:31][C@H:30]([F:33])[CH2:29]2)[N:19]=[CH:18]3)[C:11](=[O:24])[CH:10]=1)[C:2]1[CH:7]=[CH:6][CH:5]=[CH:4][CH:3]=1. The catalyst class is: 58. (2) Reactant: CS(C)=O.[H-].[Na+].[I-].[CH3:8][S+](C)C.[F:12][C:13]([F:23])([F:22])[C:14]1[N:19]=[CH:18][C:17]([CH:20]=[O:21])=[CH:16][CH:15]=1. Product: [F:23][C:13]([F:22])([F:12])[C:14]1[CH:15]=[CH:16][C:17]([CH:20]2[CH2:8][O:21]2)=[CH:18][N:19]=1. The catalyst class is: 1.